This data is from Reaction yield outcomes from USPTO patents with 853,638 reactions. The task is: Predict the reaction yield, written as a fraction of the theoretical maximum amount of product (1.0 means a 100% yield; for example, 0.34 means a 34% yield). (1) The reactants are [CH2:1]([Sn:9](=[O:18])[CH2:10][CH2:11][CH2:12][CH2:13][CH2:14][CH2:15][CH2:16][CH3:17])[CH2:2][CH2:3][CH2:4][CH2:5][CH2:6][CH2:7][CH3:8].[CH2:19]([CH:21]([CH2:24][CH3:25])[CH2:22][OH:23])[CH3:20]. No catalyst specified. The product is [CH2:1]([Sn:9]([CH2:10][CH2:11][CH2:12][CH2:13][CH2:14][CH2:15][CH2:16][CH3:17])([O:23][CH2:22][CH:21]([CH2:24][CH3:25])[CH2:19][CH3:20])[O:18][Sn:9]([CH2:10][CH2:11][CH2:12][CH2:13][CH2:14][CH2:15][CH2:16][CH3:17])([CH2:1][CH2:2][CH2:3][CH2:4][CH2:5][CH2:6][CH2:7][CH3:8])[O:23][CH2:22][CH:21]([CH2:24][CH3:25])[CH2:19][CH3:20])[CH2:2][CH2:3][CH2:4][CH2:5][CH2:6][CH2:7][CH3:8]. The yield is 0.990. (2) The reactants are [F:1][C:2]([F:16])([F:15])[C:3]1[CH:4]=[C:5]([CH:8]=[C:9]([C:11]([F:14])([F:13])[F:12])[CH:10]=1)[CH:6]=[O:7].[CH2:17]([Mg]Br)[CH3:18].Cl. The catalyst is O1CCCC1. The product is [F:1][C:2]([F:15])([F:16])[C:3]1[CH:4]=[C:5]([CH:6]([OH:7])[CH2:17][CH3:18])[CH:8]=[C:9]([C:11]([F:14])([F:12])[F:13])[CH:10]=1. The yield is 0.490. (3) The reactants are [CH:1]1([S:5](Cl)(=[O:7])=[O:6])[CH2:4][CH2:3][CH2:2]1.[F:9][C:10]1[C:15]([F:16])=[C:14]([NH:17][C:18]2[CH:23]=[CH:22][C:21]([I:24])=[CH:20][C:19]=2[F:25])[C:13]([NH2:26])=[C:12]([O:27][CH3:28])[CH:11]=1. No catalyst specified. The product is [F:16][C:15]1[C:14]([NH:17][C:18]2[CH:23]=[CH:22][C:21]([I:24])=[CH:20][C:19]=2[F:25])=[C:13]([NH:26][S:5]([CH:1]2[CH2:4][CH2:3][CH2:2]2)(=[O:7])=[O:6])[C:12]([O:27][CH3:28])=[CH:11][C:10]=1[F:9]. The yield is 0.750. (4) The reactants are [Cl:1][C:2]1[CH:3]=[C:4]([C:9]2[CH:13]=[CH:12][N:11]([CH2:14][CH:15]3[CH2:17][O:16]3)[N:10]=2)[CH:5]=[CH:6][C:7]=1[Cl:8].[CH3:18][C:19]1[CH:24]=[CH:23][CH:22]=[CH:21][C:20]=1[N:25]1[CH2:30][CH2:29][NH:28][CH2:27][CH2:26]1. The catalyst is CCO. The product is [Cl:1][C:2]1[CH:3]=[C:4]([C:9]2[CH:13]=[CH:12][N:11]([CH2:14][CH:15]([OH:16])[CH2:17][N:28]3[CH2:29][CH2:30][N:25]([C:20]4[CH:21]=[CH:22][CH:23]=[CH:24][C:19]=4[CH3:18])[CH2:26][CH2:27]3)[N:10]=2)[CH:5]=[CH:6][C:7]=1[Cl:8]. The yield is 0.700. (5) The reactants are C([O-])([O-])=O.[Cs+].[Cs+].[CH3:7][N:8]1[C:12](S(C)(=O)=O)=[N:11][N:10]=[C:9]1[C:17]1[CH:18]=NC=[CH:21][CH:22]=1.[Cl:23][C:24]1[CH:25]=[C:26]([N:30]2[N:34]=[C:33]([CH:35]([OH:37])[CH3:36])[CH:32]=[N:31]2)[CH:27]=[CH:28][CH:29]=1.[CH3:38][N:39](C=O)C. The catalyst is [Cl-].[Na+].O. The product is [Cl:23][C:24]1[CH:25]=[C:26]([N:30]2[N:34]=[C:33]([CH:35]([O:37][C:12]3[N:8]([CH3:7])[C:9]([C:17]4[CH:22]=[CH:21][N:39]=[CH:38][CH:18]=4)=[N:10][N:11]=3)[CH3:36])[CH:32]=[N:31]2)[CH:27]=[CH:28][CH:29]=1. The yield is 0.170. (6) The reactants are Cl[C:2]1[C:7]([C:8]#[N:9])=[C:6]([CH3:10])[CH:5]=[C:4]([CH3:11])[N:3]=1.[CH3:12][O-:13].[Na+]. The catalyst is CO.O. The product is [C:8]([C:7]1[C:2]([O:13][CH3:12])=[N:3][C:4]([CH3:11])=[CH:5][C:6]=1[CH3:10])#[N:9]. The yield is 0.650. (7) The reactants are [Cl:1][C:2]1[CH:3]=[C:4]([CH:7]=[C:8]([OH:10])[CH:9]=1)[CH:5]=[O:6].C(=O)([O-])[O-].[K+].[K+].[F:17][CH2:18][CH2:19]CS([O-])(=O)=O. The catalyst is CN(C=O)C. The product is [Cl:1][C:2]1[CH:3]=[C:4]([CH:7]=[C:8]([O:10][CH2:19][CH2:18][F:17])[CH:9]=1)[CH:5]=[O:6]. The yield is 0.710.